This data is from Reaction yield outcomes from USPTO patents with 853,638 reactions. The task is: Predict the reaction yield, written as a fraction of the theoretical maximum amount of product (1.0 means a 100% yield; for example, 0.34 means a 34% yield). (1) The product is [N+:19]([C:22]1[CH:29]=[CH:28][C:25](/[CH:26]=[CH:9]/[C:10]2[CH:11]=[CH:12][C:13]([N+:16]([O-:18])=[O:17])=[CH:14][CH:15]=2)=[CH:24][CH:23]=1)([O-:21])=[O:20]. The reactants are C(OP([CH2:9][C:10]1[CH:15]=[CH:14][C:13]([N+:16]([O-:18])=[O:17])=[CH:12][CH:11]=1)(=O)OCC)C.[N+:19]([C:22]1[CH:29]=[CH:28][C:25]([CH:26]=O)=[CH:24][CH:23]=1)([O-:21])=[O:20].O(C)[Na]. The yield is 0.830. The catalyst is CN(C=O)C.CCO.CO. (2) The product is [C:1]([O:5][C:6](=[O:15])[NH:7][C:8]1[CH:9]=[CH:10][C:11]([NH:14][C:17]([C:18]#[N:19])([CH3:21])[CH3:16])=[CH:12][CH:13]=1)([CH3:4])([CH3:2])[CH3:3]. No catalyst specified. The reactants are [C:1]([O:5][C:6](=[O:15])[NH:7][C:8]1[CH:13]=[CH:12][C:11]([NH2:14])=[CH:10][CH:9]=1)([CH3:4])([CH3:3])[CH3:2].[CH3:16][C:17]([CH3:21])(O)[C:18]#[N:19].[O-]S([O-])(=O)=O.[Mg+2]. The yield is 0.980. (3) The reactants are C([O:3][C:4](=[O:33])[CH2:5][CH2:6][CH2:7][CH2:8][CH2:9][O:10][CH2:11][CH2:12][O:13][CH2:14][CH2:15][O:16][CH2:17][CH2:18][O:19][CH2:20][CH2:21][O:22][CH2:23][CH2:24][O:25][CH2:26][CH2:27][O:28][CH2:29][CH2:30][O:31][CH3:32])C. The catalyst is [OH-].[Na+]. The product is [CH3:32][O:31][CH2:30][CH2:29][O:28][CH2:27][CH2:26][O:25][CH2:24][CH2:23][O:22][CH2:21][CH2:20][O:19][CH2:18][CH2:17][O:16][CH2:15][CH2:14][O:13][CH2:12][CH2:11][O:10][CH2:9][CH2:8][CH2:7][CH2:6][CH2:5][C:4]([OH:33])=[O:3]. The yield is 0.620. (4) The reactants are [NH2:1][C:2]1[C:3]([C:19](=O)[CH2:20]Br)=[N:4][C:5]([N:8]2[CH2:13][CH2:12][N:11]([S:14]([CH2:17][CH3:18])(=[O:16])=[O:15])[CH2:10][CH2:9]2)=[CH:6][N:7]=1.[CH:23]1[N:27]=[C:26]([NH2:28])[S:25][CH:24]=1. The catalyst is CCO. The product is [CH2:17]([S:14]([N:11]1[CH2:12][CH2:13][N:8]([C:5]2[N:4]=[C:3]([C:19]3[N:28]=[C:26]4[N:27]([CH:20]=3)[CH:23]=[CH:24][S:25]4)[C:2]([NH2:1])=[N:7][CH:6]=2)[CH2:9][CH2:10]1)(=[O:16])=[O:15])[CH3:18]. The yield is 0.100. (5) The catalyst is O1CCCC1. The yield is 0.960. The reactants are [OH:1][C:2]1[CH:10]=[C:9]2[C:5]([CH:6]=[CH:7][N:8]2[C:11]2[N:15]([CH3:16])[N:14]=[C:13]([CH3:17])[C:12]=2/[CH:18]=[CH:19]/[C:20]([O:22][CH2:23][CH3:24])=[O:21])=[CH:4][CH:3]=1.[CH:25](O)([CH3:27])[CH3:26].C(P(CCCC)CCCC)CCC.N(C(N1CCCCC1)=O)=NC(N1CCCCC1)=O. The product is [CH:25]([O:1][C:2]1[CH:10]=[C:9]2[C:5]([CH:6]=[CH:7][N:8]2[C:11]2[N:15]([CH3:16])[N:14]=[C:13]([CH3:17])[C:12]=2/[CH:18]=[CH:19]/[C:20]([O:22][CH2:23][CH3:24])=[O:21])=[CH:4][CH:3]=1)([CH3:27])[CH3:26].